Dataset: Reaction yield outcomes from USPTO patents with 853,638 reactions. Task: Predict the reaction yield, written as a fraction of the theoretical maximum amount of product (1.0 means a 100% yield; for example, 0.34 means a 34% yield). (1) The catalyst is O.C1COCC1. The reactants are Cl.[F:2][C:3]1[CH:16]=[CH:15][C:6]([C:7]([CH:9]2[CH2:14][CH2:13][NH:12][CH2:11][CH2:10]2)=[O:8])=[CH:5][CH:4]=1.[C:17](O[C:17]([O:19][C:20]([CH3:23])([CH3:22])[CH3:21])=[O:18])([O:19][C:20]([CH3:23])([CH3:22])[CH3:21])=[O:18]. The product is [F:2][C:3]1[CH:4]=[CH:5][C:6]([C:7]([CH:9]2[CH2:14][CH2:13][N:12]([C:17]([O:19][C:20]([CH3:23])([CH3:22])[CH3:21])=[O:18])[CH2:11][CH2:10]2)=[O:8])=[CH:15][CH:16]=1. The yield is 0.740. (2) The product is [CH:51]1([C:57](=[O:74])[CH:58]([C:67]2[CH:72]=[CH:71][CH:70]=[CH:69][C:68]=2[F:73])[CH2:59][CH2:60][N:48]2[CH2:49][CH2:50][N:45]([C:40]3[CH:41]=[CH:42][CH:43]=[C:44]4[C:39]=3[CH:38]=[CH:37][NH:36]4)[CH2:46][CH2:47]2)[CH2:56][CH2:55][CH2:54][CH2:53][CH2:52]1. No catalyst specified. The yield is 0.646. The reactants are C1(C(NC(C)C)C(C2C=CC=CC=2F)CCN2CCN(C3C=CC=CC=3OC)CC2)CCCCC1.[NH:36]1[C:44]2[C:39](=[C:40]([N:45]3[CH2:50][CH2:49][NH:48][CH2:47][CH2:46]3)[CH:41]=[CH:42][CH:43]=2)[CH:38]=[CH:37]1.[CH:51]1([C:57](=[O:74])[CH:58]([C:67]2[CH:72]=[CH:71][CH:70]=[CH:69][C:68]=2[F:73])[CH2:59][CH:60](OCC)OCC)[CH2:56][CH2:55][CH2:54][CH2:53][CH2:52]1.